From a dataset of Reaction yield outcomes from USPTO patents with 853,638 reactions. Predict the reaction yield, written as a fraction of the theoretical maximum amount of product (1.0 means a 100% yield; for example, 0.34 means a 34% yield). (1) The reactants are [Cl:1][C:2]1[N:3]=[C:4]([C:9]([NH:11][C@H:12]2[CH2:17][CH2:16][N:15]([C:18]3[S:19][C:20]([C:24](O)=[O:25])=[C:21]([CH3:23])[N:22]=3)[CH2:14][C@H:13]2[O:27][CH3:28])=[O:10])[NH:5][C:6]=1[CH2:7][CH3:8].[NH2:29][CH:30]1[CH2:35][CH2:34][N:33]([C:36]([O:38][C:39]([CH3:42])([CH3:41])[CH3:40])=[O:37])[CH2:32][CH2:31]1.CCN=C=NCCCN(C)C.Cl.C1C=CC2N(O)N=NC=2C=1.C(N(C(C)C)CC)(C)C. The catalyst is CC(N(C)C)=O.ClCCl. The product is [Cl:1][C:2]1[N:3]=[C:4]([C:9]([NH:11][C@H:12]2[CH2:17][CH2:16][N:15]([C:18]3[S:19][C:20]([C:24]([NH:29][CH:30]4[CH2:31][CH2:32][N:33]([C:36]([O:38][C:39]([CH3:42])([CH3:41])[CH3:40])=[O:37])[CH2:34][CH2:35]4)=[O:25])=[C:21]([CH3:23])[N:22]=3)[CH2:14][C@H:13]2[O:27][CH3:28])=[O:10])[NH:5][C:6]=1[CH2:7][CH3:8]. The yield is 0.870. (2) The reactants are [Cl:1][C:2]1[CH:3]=[C:4]([CH:8]=[CH:9][C:10]=1[F:11])[C:5](O)=[O:6].Cl.CN.Cl.[CH2:16]([N:18]=C=NCCCN(C)C)C.O.N1(O)C2C=CC=CC=2N=N1.CN1CCOCC1. The catalyst is CN(C=O)C.O. The product is [Cl:1][C:2]1[CH:3]=[C:4]([CH:8]=[CH:9][C:10]=1[F:11])[C:5]([NH:18][CH3:16])=[O:6]. The yield is 0.530. (3) The reactants are [NH:1]1[C:5]2=[N:6][CH:7]=[CH:8][CH:9]=[C:4]2[C:3]([C:10]([O:12][CH3:13])=[O:11])=[N:2]1.CN(C)C=O.[Br:19][C:20]1[CH:25]=[C:24](I)[CH:23]=[CH:22][C:21]=1[F:27].C(=O)([O-])[O-].[Cs+].[Cs+].N1C2C(=CC=C3C=2N=CC=C3)C=CC=1. The catalyst is C(OCC)(=O)C.[Cu]I. The product is [Br:19][C:20]1[CH:25]=[C:24]([N:1]2[C:5]3=[N:6][CH:7]=[CH:8][CH:9]=[C:4]3[C:3]([C:10]([O:12][CH3:13])=[O:11])=[N:2]2)[CH:23]=[CH:22][C:21]=1[F:27]. The yield is 0.300.